Dataset: Forward reaction prediction with 1.9M reactions from USPTO patents (1976-2016). Task: Predict the product of the given reaction. (1) The product is: [CH:1]([N:5]1[CH:10]=[CH:9][C:8]([C:11]([OH:13])=[O:12])=[CH:7][C:6]1=[O:15])([CH2:3][CH3:4])[CH3:2]. Given the reactants [CH:1]([N:5]1[CH:10]=[CH:9][C:8]([C:11]([O:13]C)=[O:12])=[CH:7][C:6]1=[O:15])([CH2:3][CH3:4])[CH3:2].[OH-].[Li+], predict the reaction product. (2) Given the reactants [CH:1]1([NH2:5])[CH2:4][CH2:3][CH2:2]1.[C:6](#[N:9])[CH:7]=[CH2:8], predict the reaction product. The product is: [CH:1]1([NH:5][CH2:8][CH2:7][C:6]#[N:9])[CH2:4][CH2:3][CH2:2]1. (3) Given the reactants [Br:1][C:2]1[CH:17]=[CH:16][C:5]([O:6][CH2:7][C:8]2[O:12][N:11]=[C:10]([C:13]([OH:15])=O)[CH:9]=2)=[CH:4][CH:3]=1.C(N(CC)CC)C.Cl.C(N=C=NCCCN(C)C)C.ON1C2C=CC=CC=2N=N1.[O:47]1[CH2:51][CH2:50][CH:49]([CH2:52][NH2:53])[CH2:48]1, predict the reaction product. The product is: [O:47]1[CH2:51][CH2:50][CH:49]([CH2:52][NH:53][C:13]([C:10]2[CH:9]=[C:8]([CH2:7][O:6][C:5]3[CH:4]=[CH:3][C:2]([Br:1])=[CH:17][CH:16]=3)[O:12][N:11]=2)=[O:15])[CH2:48]1. (4) Given the reactants F[C:2]1[CH:3]=C[C:5]([N:8]2[C:16]3[CH:15]=[CH:14][N:13]=[CH:12][C:11]=3[N:10]=[CH:9]2)=[N:6][CH:7]=1.BrC1C=CC(F)=C[N:19]=1, predict the reaction product. The product is: [N:6]1[CH:7]=[CH:2][CH:3]=[N:19][C:5]=1[N:8]1[C:16]2[CH:15]=[CH:14][N:13]=[CH:12][C:11]=2[N:10]=[CH:9]1.